Dataset: Peptide-MHC class II binding affinity with 134,281 pairs from IEDB. Task: Regression. Given a peptide amino acid sequence and an MHC pseudo amino acid sequence, predict their binding affinity value. This is MHC class II binding data. (1) The peptide sequence is PRGVTHDQLNNFRAG. The MHC is DRB1_1501 with pseudo-sequence DRB1_1501. The binding affinity (normalized) is 0.618. (2) The peptide sequence is GELQIVDKIDAAMKI. The MHC is DRB3_0202 with pseudo-sequence DRB3_0202. The binding affinity (normalized) is 0.178. (3) The peptide sequence is TFLDKYVGLAIG. The MHC is H-2-IAs with pseudo-sequence H-2-IAs. The binding affinity (normalized) is 0.153. (4) The peptide sequence is SQDLELSWNLNALQAY. The MHC is DRB1_1302 with pseudo-sequence DRB1_1302. The binding affinity (normalized) is 0.741. (5) The peptide sequence is GELKIVDKIDAAFKI. The MHC is DRB3_0101 with pseudo-sequence DRB3_0101. The binding affinity (normalized) is 0.630. (6) The MHC is DRB1_0101 with pseudo-sequence DRB1_0101. The binding affinity (normalized) is 0.162. The peptide sequence is REPTDLKQFKQDAKY. (7) The MHC is HLA-DQA10102-DQB10602 with pseudo-sequence HLA-DQA10102-DQB10602. The peptide sequence is PGKYTAYEGQRVVFI. The binding affinity (normalized) is 0.239. (8) The peptide sequence is EKSYFAATQFEPLAA. The MHC is HLA-DPA10301-DPB10402 with pseudo-sequence HLA-DPA10301-DPB10402. The binding affinity (normalized) is 0.854. (9) The peptide sequence is TILKALGPAATLEEMMTA. The MHC is HLA-DQA10501-DQB10301 with pseudo-sequence HLA-DQA10501-DQB10301. The binding affinity (normalized) is 0.423. (10) The peptide sequence is ALSRVHSMFLGTGGS. The binding affinity (normalized) is 0.126. The MHC is DRB1_0401 with pseudo-sequence DRB1_0401.